Task: Predict which catalyst facilitates the given reaction.. Dataset: Catalyst prediction with 721,799 reactions and 888 catalyst types from USPTO (1) Reactant: O.NN.[CH:4]([O:17][C:18](=[O:50])[CH:19]([O:38][N:39]1C(=O)C2C(=CC=CC=2)C1=O)[CH2:20][O:21][C:22]1[CH:27]=[CH:26][C:25]([C:28]([NH:30][C:31]([O:33][C:34]([CH3:37])([CH3:36])[CH3:35])=[O:32])=[NH:29])=[CH:24][CH:23]=1)([C:11]1[CH:16]=[CH:15][CH:14]=[CH:13][CH:12]=1)[C:5]1[CH:10]=[CH:9][CH:8]=[CH:7][CH:6]=1. Product: [NH2:39][O:38][CH:19]([CH2:20][O:21][C:22]1[CH:23]=[CH:24][C:25]([C:28](=[NH:29])[NH:30][C:31]([O:33][C:34]([CH3:36])([CH3:35])[CH3:37])=[O:32])=[CH:26][CH:27]=1)[C:18]([O:17][CH:4]([C:11]1[CH:16]=[CH:15][CH:14]=[CH:13][CH:12]=1)[C:5]1[CH:6]=[CH:7][CH:8]=[CH:9][CH:10]=1)=[O:50]. The catalyst class is: 199. (2) Reactant: [C:1]1(=[O:7])[O:6]CCCC1.I[CH3:9].[Li+].C[Si]([N-][Si](C)(C)C)(C)C.C[CH2:21][CH2:22][CH2:23][CH2:24][CH3:25]. Product: [CH3:9][C:24]1([CH3:25])[CH2:23][CH2:22][CH2:21][O:7][C:1]1=[O:6]. The catalyst class is: 559. (3) Reactant: C1C2C(COC([NH:18][C@@H:19]([CH2:31][C:32]3[CH:37]=[CH:36][C:35]([OH:38])=[CH:34][CH:33]=3)[C:20]([NH:22][CH2:23][C:24]([O:26][C:27]([CH3:30])([CH3:29])[CH3:28])=[O:25])=[O:21])=O)C3C(=CC=CC=3)C=2C=CC=1.N1CCCCC1. Product: [NH2:18][C@@H:19]([CH2:31][C:32]1[CH:37]=[CH:36][C:35]([OH:38])=[CH:34][CH:33]=1)[C:20]([NH:22][CH2:23][C:24]([O:26][C:27]([CH3:30])([CH3:28])[CH3:29])=[O:25])=[O:21]. The catalyst class is: 3. (4) Reactant: [Br:1][C:2]1[CH:7]=[CH:6][C:5]([CH:8]2[N:12]([C:13]3[CH:18]=[CH:17][C:16]([C:19]([CH3:22])([CH3:21])[CH3:20])=[CH:15][CH:14]=3)[CH:11]([C:23]3[CH:24]=[CH:25][C:26]([NH:48]CC4C=CC(OC)=CC=4OC)=[C:27]([NH:29][C:30]([C@@H:32]4[CH2:36][CH2:35][CH2:34][N:33]4[C:37](=[O:47])[C@@H:38]([NH:42][C:43](=[O:46])[O:44][CH3:45])[CH:39]([CH3:41])[CH3:40])=[O:31])[CH:28]=3)[CH2:10][CH2:9]2)=[CH:4][CH:3]=1.FC(F)(F)C(O)=O. Product: [NH2:48][C:26]1[CH:25]=[CH:24][C:23]([CH:11]2[CH2:10][CH2:9][CH:8]([C:5]3[CH:6]=[CH:7][C:2]([Br:1])=[CH:3][CH:4]=3)[N:12]2[C:13]2[CH:14]=[CH:15][C:16]([C:19]([CH3:21])([CH3:22])[CH3:20])=[CH:17][CH:18]=2)=[CH:28][C:27]=1[NH:29][C:30]([C@@H:32]1[CH2:36][CH2:35][CH2:34][N:33]1[C:37](=[O:47])[C@@H:38]([NH:42][C:43](=[O:46])[O:44][CH3:45])[CH:39]([CH3:41])[CH3:40])=[O:31]. The catalyst class is: 2. (5) Reactant: [C:1]([O:4][C@H:5]([CH2:21][N:22]1[CH2:26][CH2:25][CH2:24][CH2:23]1)[CH2:6][O:7][C:8]1[CH:17]=[C:16]2[C:11]([C:12](=O)[NH:13][CH:14]=[N:15]2)=[CH:10][C:9]=1[O:19][CH3:20])(=[O:3])[CH3:2].S(Cl)([Cl:29])=O. Product: [C:1]([O:4][C@H:5]([CH2:21][N:22]1[CH2:26][CH2:25][CH2:24][CH2:23]1)[CH2:6][O:7][C:8]1[CH:17]=[C:16]2[C:11]([C:12]([Cl:29])=[N:13][CH:14]=[N:15]2)=[CH:10][C:9]=1[O:19][CH3:20])(=[O:3])[CH3:2]. The catalyst class is: 3. (6) The catalyst class is: 11. Reactant: Cl.[F:2][C:3]1[C:4]([F:19])=[CH:5][C:6]2[N:15]=[C:14]([NH2:16])[C:13]3[CH:12]=[C:11]([CH3:17])[S:10][C:9]=3[NH:8][C:7]=2[CH:18]=1.[CH3:20][O:21][CH2:22][CH2:23][CH:24]1[CH2:29]N[CH2:27][CH2:26][NH:25]1.CS(C)=O. Product: [F:2][C:3]1[C:4]([F:19])=[CH:5][C:6]2[N:15]=[C:14]([N:16]3[CH2:27][CH2:26][NH:25][C@@H:24]([CH2:23][CH2:22][O:21][CH3:20])[CH2:29]3)[C:13]3[CH:12]=[C:11]([CH3:17])[S:10][C:9]=3[NH:8][C:7]=2[CH:18]=1.